From a dataset of Forward reaction prediction with 1.9M reactions from USPTO patents (1976-2016). Predict the product of the given reaction. (1) Given the reactants [CH2:1]([N:3]1[C:11]2[CH:10]=[C:9]([NH:12][C:13](=[O:24])[C:14]3[CH:19]=[CH:18][C:17]([C:20]([CH3:22])=[CH2:21])=[C:16]([CH3:23])[CH:15]=3)[N:8]=[CH:7][C:6]=2[CH:5]=[CH:4]1)[CH3:2].CS(N)(=O)=[O:27].CC[C@@H]1[C@@H]2C[C@H]([C@@H](OC3C4C(=CC=CC=4)C(O[C@@H](C4C=CN=C5C=4C=C(OC)C=C5)[C@@H]4N5C[C@H](CC)[C@@H](CC5)C4)=NN=3)C3C=CN=C4C=3C=C(OC)C=C4)N(CC2)C1.S([O-])([O-])=O.[Na+].[Na+].[Cl-].[Na+].[OH2:96], predict the reaction product. The product is: [OH:96][CH2:21][C@@:20]([C:17]1[CH:18]=[CH:19][C:14]([C:13]([NH:12][C:9]2[N:8]=[CH:7][C:6]3[CH:5]=[CH:4][N:3]([CH2:1][CH3:2])[C:11]=3[CH:10]=2)=[O:24])=[CH:15][C:16]=1[CH3:23])([OH:27])[CH3:22]. (2) Given the reactants [CH2:1]1[NH:6][CH2:5][CH2:4][N:3]2[C@@H:7]([CH2:11][OH:12])[CH2:8][CH2:9][CH2:10][C@@H:2]12.[CH3:13][C:14]([O:17][C:18](O[C:18]([O:17][C:14]([CH3:16])([CH3:15])[CH3:13])=[O:19])=[O:19])([CH3:16])[CH3:15].C([O-])(O)=O.[Na+], predict the reaction product. The product is: [OH:12][CH2:11][C@@H:7]1[N:3]2[CH2:4][CH2:5][N:6]([C:18]([O:17][C:14]([CH3:16])([CH3:15])[CH3:13])=[O:19])[CH2:1][C@@H:2]2[CH2:10][CH2:9][CH2:8]1.